This data is from Forward reaction prediction with 1.9M reactions from USPTO patents (1976-2016). The task is: Predict the product of the given reaction. (1) The product is: [N:1]([CH:4]1[CH2:5][CH2:15][CH:8]([CH2:9][CH2:10][CH2:11][CH2:12][CH3:13])[CH2:7][CH2:6]1)=[C:2]=[O:3]. Given the reactants [N:1]([CH:4]([CH2:6][CH2:7][CH2:8][CH2:9][CH2:10][CH2:11][CH2:12][CH2:13]C)[CH3:5])=[C:2]=[O:3].[CH2:15](C1CCC(C(O)=O)CC1)CCCC, predict the reaction product. (2) Given the reactants C[O:2][C:3](=[O:43])[C:4]1[CH:9]=[CH:8][C:7]([NH:10][C:11]([C@@H:13]2[NH:17][C@@H:16]([CH2:18][C:19]([CH3:22])([CH3:21])[CH3:20])[C@:15]3([C:30]4[C:25](=[CH:26][C:27]([Cl:31])=[CH:28][CH:29]=4)[NH:24][C:23]3=[O:32])[C@H:14]2[C:33]2[CH:38]=[CH:37][CH:36]=[C:35]([Cl:39])[C:34]=2[F:40])=[O:12])=[C:6]([NH:41][CH3:42])[CH:5]=1.[OH-].[Na+].Cl, predict the reaction product. The product is: [Cl:31][C:27]1[CH:26]=[C:25]2[NH:24][C:23](=[O:32])[C@:15]3([C@@H:14]([C:33]4[CH:38]=[CH:37][CH:36]=[C:35]([Cl:39])[C:34]=4[F:40])[C@H:13]([C:11]([NH:10][C:7]4[CH:8]=[CH:9][C:4]([C:3]([OH:43])=[O:2])=[CH:5][C:6]=4[NH:41][CH3:42])=[O:12])[NH:17][C@H:16]3[CH2:18][C:19]([CH3:21])([CH3:20])[CH3:22])[C:30]2=[CH:29][CH:28]=1. (3) Given the reactants [NH2:1][CH2:2][C:3]1[C:4]([CH2:20][CH:21]([CH3:23])[CH3:22])=[N:5][C:6]([CH3:19])=[C:7]([C:11]=1[C:12]1[CH:17]=[CH:16][C:15]([CH3:18])=[CH:14][CH:13]=1)[C:8]([OH:10])=[O:9].[C:24]([NH2:28])([CH3:27])([CH3:26])[CH3:25], predict the reaction product. The product is: [C:24]([NH2:28])([CH3:27])([CH3:26])[CH3:25].[NH2:1][CH2:2][C:3]1[C:4]([CH2:20][CH:21]([CH3:23])[CH3:22])=[N:5][C:6]([CH3:19])=[C:7]([C:11]=1[C:12]1[CH:17]=[CH:16][C:15]([CH3:18])=[CH:14][CH:13]=1)[C:8]([OH:10])=[O:9]. (4) Given the reactants [OH:1][CH:2]([C:4]1[CH:9]=[CH:8][N:7]=[C:6]([O:10][CH:11]2[CH2:16][CH2:15][N:14]([C:17]([O:19][C:20]([CH3:23])([CH3:22])[CH3:21])=[O:18])[CH2:13][CH2:12]2)[CH:5]=1)[CH3:3].O[C:25]1[CH:29]=[C:28]([N:30]2[C:34]3[CH:35]=[CH:36][C:37]([C:39]4[CH:40]=[N:41][N:42]([CH3:44])[CH:43]=4)=[CH:38][C:33]=3[N:32]=[CH:31]2)[S:27][C:26]=1[C:45]([O:47][CH3:48])=[O:46], predict the reaction product. The product is: [CH3:48][O:47][C:45]([C:26]1[S:27][C:28]([N:30]2[C:34]3[CH:35]=[CH:36][C:37]([C:39]4[CH:40]=[N:41][N:42]([CH3:44])[CH:43]=4)=[CH:38][C:33]=3[N:32]=[CH:31]2)=[CH:29][C:25]=1[O:1][CH:2]([C:4]1[CH:9]=[CH:8][N:7]=[C:6]([O:10][CH:11]2[CH2:16][CH2:15][N:14]([C:17]([O:19][C:20]([CH3:22])([CH3:21])[CH3:23])=[O:18])[CH2:13][CH2:12]2)[CH:5]=1)[CH3:3])=[O:46]. (5) Given the reactants [BH4-].[Na+].[O:3]=[C:4]1[CH2:7][C:6]2([CH2:12][CH2:11][N:10]([C:13]([O:15][C:16]([CH3:19])([CH3:18])[CH3:17])=[O:14])[CH2:9][CH2:8]2)[CH2:5]1.II, predict the reaction product. The product is: [C:16]([O:15][C:13]([N:10]1[CH2:9][CH2:8][C:6]2([CH2:5][CH:4]([OH:3])[CH2:7]2)[CH2:12][CH2:11]1)=[O:14])([CH3:19])([CH3:17])[CH3:18]. (6) Given the reactants [F:1][C:2]1[CH:10]=[C:9]([F:11])[CH:8]=[CH:7][C:3]=1[CH:4]=[N:5][OH:6].[Cl:12]N1C(=O)CCC1=O, predict the reaction product. The product is: [F:1][C:2]1[CH:10]=[C:9]([F:11])[CH:8]=[CH:7][C:3]=1[C:4](=[N:5][OH:6])[Cl:12].